From a dataset of Forward reaction prediction with 1.9M reactions from USPTO patents (1976-2016). Predict the product of the given reaction. (1) Given the reactants [C:1]([O:5][C:6](=[O:15])[NH:7][CH2:8][CH:9]1[CH2:14][CH2:13][NH:12][CH2:11][CH2:10]1)([CH3:4])([CH3:3])[CH3:2].[CH:16]([C:18]1([C:22]([O:24][CH3:25])=[O:23])[CH2:21][CH2:20][CH2:19]1)=O.C(O)(=O)C.C(O[BH-](OC(=O)C)OC(=O)C)(=O)C.[Na+].C([O-])(O)=O.[Na+], predict the reaction product. The product is: [C:1]([O:5][C:6]([NH:7][CH2:8][CH:9]1[CH2:10][CH2:11][N:12]([CH2:16][C:18]2([C:22]([O:24][CH3:25])=[O:23])[CH2:21][CH2:20][CH2:19]2)[CH2:13][CH2:14]1)=[O:15])([CH3:4])([CH3:2])[CH3:3]. (2) Given the reactants [Si]([O:8][C@H:9]1[C@@:16]2([CH3:17])[N:12]([C:13](=[O:29])[N:14]([C:19]3[CH:26]=[CH:25][C:22]([C:23]#[N:24])=[C:21]([Cl:27])[C:20]=3[CH3:28])[C:15]2=[O:18])[CH2:11][CH2:10]1)(C(C)(C)C)(C)C.C([O-])(O)=O.[Na+].C(Cl)Cl, predict the reaction product. The product is: [Cl:27][C:21]1[C:20]([CH3:28])=[C:19]([N:14]2[C:15](=[O:18])[C@@:16]3([CH3:17])[C@H:9]([OH:8])[CH2:10][CH2:11][N:12]3[C:13]2=[O:29])[CH:26]=[CH:25][C:22]=1[C:23]#[N:24]. (3) Given the reactants C[O:2][C:3](=O)[C:4]1[CH:9]=[CH:8][C:7](B(O)O)=[C:6]([O:13][CH2:14][CH2:15][C:16]2[CH:17]=[C:18]([CH3:22])[CH:19]=[CH:20][CH:21]=2)[CH:5]=1.C[Si]([N-][Si](C)(C)C)(C)C.[Na+].Cl.N[C@@H]1CCCC[C@H]1O.I[CH:44]1[CH2:47][O:46][CH2:45]1.[CH3:48][CH:49]([OH:51])[CH3:50], predict the reaction product. The product is: [CH:49]([O:51][C:3](=[O:2])[C:4]1[CH:9]=[CH:8][C:7]([CH:44]2[CH2:47][O:46][CH2:45]2)=[C:6]([O:13][CH2:14][CH2:15][C:16]2[CH:17]=[C:18]([CH3:22])[CH:19]=[CH:20][CH:21]=2)[CH:5]=1)([CH3:50])[CH3:48]. (4) Given the reactants [BH4-].[Li+].[CH3:3][C:4]1[CH:5]=[C:6]2[C:10](=[CH:11][C:12]=1[CH3:13])[C:9](=[O:14])[N:8]([C:15]1[CH:20]=[CH:19][C:18]([F:21])=[CH:17][CH:16]=1)[CH:7]2[CH2:22][C:23](OCC)=[O:24].O, predict the reaction product. The product is: [CH3:3][C:4]1[CH:5]=[C:6]2[C:10](=[CH:11][C:12]=1[CH3:13])[C:9](=[O:14])[N:8]([C:15]1[CH:20]=[CH:19][C:18]([F:21])=[CH:17][CH:16]=1)[CH:7]2[CH2:22][CH2:23][OH:24]. (5) Given the reactants [Si]([O:8][CH2:9][CH2:10][CH2:11][CH2:12][CH2:13][CH2:14][CH2:15][CH2:16][CH:17]1[C:26]2[C:21](=[CH:22][C:23]([O:27][CH3:28])=[CH:24][CH:25]=2)[S:20][CH2:19][C:18]1([C:30]1[CH:35]=[CH:34][C:33]([O:36][CH3:37])=[CH:32][CH:31]=1)[CH3:29])(C(C)(C)C)(C)C.[F-].C([N+](CCCC)(CCCC)CCCC)CCC, predict the reaction product. The product is: [OH:8][CH2:9][CH2:10][CH2:11][CH2:12][CH2:13][CH2:14][CH2:15][CH2:16][CH:17]1[C:26]2[C:21](=[CH:22][C:23]([O:27][CH3:28])=[CH:24][CH:25]=2)[S:20][CH2:19][C:18]1([C:30]1[CH:35]=[CH:34][C:33]([O:36][CH3:37])=[CH:32][CH:31]=1)[CH3:29]. (6) Given the reactants [O:1]([CH2:9][C:10]1([CH2:18][N:19]2[CH:23]=[CH:22][N:21]=[C:20]2[N+:24]([O-:26])=[O:25])[CH2:15][O:14][C:13]([CH3:17])([CH3:16])[O:12][CH2:11]1)[Si](C(C)(C)C)(C)C.[F-].C([N+](CCCC)(CCCC)CCCC)CCC.[Cl-].[NH4+].O, predict the reaction product. The product is: [CH3:16][C:13]1([CH3:17])[O:12][CH2:11][C:10]([CH2:9][OH:1])([CH2:18][N:19]2[CH:23]=[CH:22][N:21]=[C:20]2[N+:24]([O-:26])=[O:25])[CH2:15][O:14]1. (7) Given the reactants [Cl:1][C:2]1[N:3]=[C:4](Cl)[C:5]2[CH2:11][N:10]([C:12]([O:14][C:15]([CH3:18])([CH3:17])[CH3:16])=[O:13])[CH2:9][CH2:8][C:6]=2[N:7]=1.[CH3:20][CH2:21][N:22](C(C)C)[CH:23]([CH3:25])[CH3:24].CC[O:31]C(C)=O, predict the reaction product. The product is: [Cl:1][C:2]1[N:3]=[C:4]([N:22]2[CH2:21][CH2:20][O:31][CH2:24][C@@H:23]2[CH3:25])[C:5]2[CH2:11][N:10]([C:12]([O:14][C:15]([CH3:18])([CH3:17])[CH3:16])=[O:13])[CH2:9][CH2:8][C:6]=2[N:7]=1.